Dataset: Reaction yield outcomes from USPTO patents with 853,638 reactions. Task: Predict the reaction yield, written as a fraction of the theoretical maximum amount of product (1.0 means a 100% yield; for example, 0.34 means a 34% yield). (1) The reactants are I[C:2]1[C:3]([S:8][CH2:9][C:10]2[CH:15]=[CH:14][C:13]([O:16][CH3:17])=[CH:12][CH:11]=2)=[N:4][CH:5]=[CH:6][CH:7]=1.[CH3:18][O:19][C:20]1[CH:25]=[CH:24][C:23](B(O)O)=[CH:22][CH:21]=1. No catalyst specified. The product is [CH3:17][O:16][C:13]1[CH:14]=[CH:15][C:10]([CH2:9][S:8][C:3]2[C:2]([C:23]3[CH:24]=[CH:25][C:20]([O:19][CH3:18])=[CH:21][CH:22]=3)=[CH:7][CH:6]=[CH:5][N:4]=2)=[CH:11][CH:12]=1. The yield is 0.790. (2) The reactants are Br[C:2]1[C:7]([C:8]([F:11])([F:10])[F:9])=[CH:6][C:5]([NH:12][C:13]2[N:17]=[C:16]([NH2:18])[NH:15][N:14]=2)=[CH:4][C:3]=1[Cl:19].CN1C(C)(C)CC(SC2C=CC(B3OC(C)(C)C(C)(C)O3)=CC=2)CC1(C)C.[OH:47][C@H:48]1[CH2:53][CH2:52][C@H:51]([NH:54][S:55]([C:58]2[CH:63]=[CH:62][C:61](B3OC(C)(C)C(C)(C)O3)=[CH:60][C:59]=2[O:73][CH3:74])(=[O:57])=[O:56])[CH2:50][CH2:49]1.C([O-])([O-])=O.[K+].[K+]. The catalyst is O1CCOCC1.COCCOC.C1C=CC([P]([Pd]([P](C2C=CC=CC=2)(C2C=CC=CC=2)C2C=CC=CC=2)([P](C2C=CC=CC=2)(C2C=CC=CC=2)C2C=CC=CC=2)[P](C2C=CC=CC=2)(C2C=CC=CC=2)C2C=CC=CC=2)(C2C=CC=CC=2)C2C=CC=CC=2)=CC=1. The product is [NH2:18][C:16]1[NH:15][N:14]=[C:13]([NH:12][C:5]2[CH:6]=[C:7]([C:8]([F:11])([F:10])[F:9])[C:2]([C:61]3[CH:62]=[CH:63][C:58]([S:55]([NH:54][C@H:51]4[CH2:50][CH2:49][C@H:48]([OH:47])[CH2:53][CH2:52]4)(=[O:57])=[O:56])=[C:59]([O:73][CH3:74])[CH:60]=3)=[C:3]([Cl:19])[CH:4]=2)[N:17]=1. The yield is 0.0600. (3) The reactants are [CH3:1][N:2]1[CH2:6][CH2:5][CH2:4][CH:3]1[CH2:7][CH2:8][N:9]1[CH2:14][CH2:13][S:12][C:11]2[CH:15]=[C:16]([NH:19][C:20]([C:22]3[S:23][CH:24]=[CH:25][CH:26]=3)=[NH:21])[CH:17]=[CH:18][C:10]1=2.[ClH:27]. The catalyst is C(O)C. The product is [ClH:27].[ClH:27].[CH3:1][N:2]1[CH2:6][CH2:5][CH2:4][CH:3]1[CH2:7][CH2:8][N:9]1[CH2:14][CH2:13][S:12][C:11]2[CH:15]=[C:16]([NH:19][C:20]([C:22]3[S:23][CH:24]=[CH:25][CH:26]=3)=[NH:21])[CH:17]=[CH:18][C:10]1=2. The yield is 1.00. (4) The reactants are [Cl:1][C:2]1[C:7](I)=[CH:6][C:5]([NH2:9])=[C:4]([O:10][CH3:11])[CH:3]=1.[Cl:12][C:13]1[CH:18]=[CH:17][C:16]([Cl:19])=[CH:15][C:14]=1B(O)O.C([O-])([O-])=O.[Na+].[Na+]. The catalyst is O1CCOCC1.O.C1C=CC([P]([Pd]([P](C2C=CC=CC=2)(C2C=CC=CC=2)C2C=CC=CC=2)([P](C2C=CC=CC=2)(C2C=CC=CC=2)C2C=CC=CC=2)[P](C2C=CC=CC=2)(C2C=CC=CC=2)C2C=CC=CC=2)(C2C=CC=CC=2)C2C=CC=CC=2)=CC=1. The product is [Cl:12][C:13]1[CH:18]=[CH:17][C:16]([Cl:19])=[CH:15][C:14]=1[C:7]1[C:2]([Cl:1])=[CH:3][C:4]([O:10][CH3:11])=[C:5]([NH2:9])[CH:6]=1. The yield is 0.758.